Dataset: Peptide-MHC class II binding affinity with 134,281 pairs from IEDB. Task: Regression. Given a peptide amino acid sequence and an MHC pseudo amino acid sequence, predict their binding affinity value. This is MHC class II binding data. (1) The peptide sequence is ALTALIRDPPADSTG. The MHC is DRB1_1602 with pseudo-sequence DRB1_1602. The binding affinity (normalized) is 0.527. (2) The MHC is HLA-DQA10501-DQB10302 with pseudo-sequence HLA-DQA10501-DQB10302. The binding affinity (normalized) is 0. The peptide sequence is EDHWASRENSGGGVE.